Dataset: Full USPTO retrosynthesis dataset with 1.9M reactions from patents (1976-2016). Task: Predict the reactants needed to synthesize the given product. (1) Given the product [CH:2]([C:3]1[CH:4]=[C:5]([CH:10]=[CH:11][CH:12]=1)[C:6]([O:8][CH3:9])=[O:7])=[O:15], predict the reactants needed to synthesize it. The reactants are: Br[CH:2](Br)[C:3]1[CH:4]=[C:5]([CH:10]=[CH:11][CH:12]=1)[C:6]([O:8][CH3:9])=[O:7].C[OH:15]. (2) Given the product [F:38][C:39]1[CH:46]=[CH:45][C:42]([CH2:43][O:1][C:2]2[C:11]3[C:10]([CH3:13])([CH3:12])[CH2:9][CH2:8][C:7]([CH3:15])([CH3:14])[C:6]=3[CH:5]=[C:4]([C:16]([C:18]3[CH:19]=[C:20]4[C:25](=[CH:26][CH:27]=3)[CH:24]=[C:23]([C:28]([O:30][CH3:31])=[O:29])[CH:22]=[CH:21]4)=[O:17])[CH:3]=2)=[CH:41][CH:40]=1, predict the reactants needed to synthesize it. The reactants are: [OH:1][C:2]1[C:11]2[C:10]([CH3:13])([CH3:12])[CH2:9][CH2:8][C:7]([CH3:15])([CH3:14])[C:6]=2[CH:5]=[C:4]([C:16]([C:18]2[CH:19]=[C:20]3[C:25](=[CH:26][CH:27]=2)[CH:24]=[C:23]([C:28]([O:30][CH3:31])=[O:29])[CH:22]=[CH:21]3)=[O:17])[CH:3]=1.C(=O)([O-])[O-].[K+].[K+].[F:38][C:39]1[CH:46]=[CH:45][C:42]([CH2:43]Br)=[CH:41][CH:40]=1. (3) Given the product [Cl:1][C:2]1[CH:7]=[C:6]([OH:8])[C:5]([I:19])=[CH:4][C:3]=1[C:9]1[CH:14]=[CH:13][CH:12]=[C:11]([C:15]([F:16])([F:17])[F:18])[CH:10]=1, predict the reactants needed to synthesize it. The reactants are: [Cl:1][C:2]1[CH:7]=[C:6]([OH:8])[CH:5]=[CH:4][C:3]=1[C:9]1[CH:14]=[CH:13][CH:12]=[C:11]([C:15]([F:18])([F:17])[F:16])[CH:10]=1.[I:19]N1C(=O)CCC1=O.S(=O)(=O)(O)O. (4) Given the product [Cl:30][C:6]1[CH:5]=[N+:4]([O-:31])[CH:3]=[C:2]([Cl:1])[C:7]=1[CH2:8][C@H:9]([O:20][C:21]([C:23]1[S:24][C:25]([CH2:28][NH:32][CH:33]([C:46]2[CH:47]=[CH:48][CH:49]=[CH:50][CH:51]=2)[C:34]([O:36][CH:37]2[CH2:38][CH:39]3[N:44]([CH3:45])[CH:42]([CH2:41][CH2:40]3)[CH2:43]2)=[O:35])=[CH:26][CH:27]=1)=[O:22])[C:10]1[CH:15]=[CH:14][C:13]([O:16][CH3:17])=[C:12]([O:18][CH3:19])[CH:11]=1, predict the reactants needed to synthesize it. The reactants are: [Cl:1][C:2]1[CH:3]=[N+:4]([O-:31])[CH:5]=[C:6]([Cl:30])[C:7]=1[CH2:8][C@H:9]([O:20][C:21]([C:23]1[S:24][C:25]([CH:28]=O)=[CH:26][CH:27]=1)=[O:22])[C:10]1[CH:15]=[CH:14][C:13]([O:16][CH3:17])=[C:12]([O:18][CH3:19])[CH:11]=1.[NH2:32][CH:33]([C:46]1[CH:51]=[CH:50][CH:49]=[CH:48][CH:47]=1)[C:34]([O:36][CH:37]1[CH2:43][CH:42]2[N:44]([CH3:45])[CH:39]([CH2:40][CH2:41]2)[CH2:38]1)=[O:35].C(O)(=O)C.C(O[BH-](OC(=O)C)OC(=O)C)(=O)C.[Na+]. (5) Given the product [CH:23]1([NH:30][C:2]2[C:3]([CH3:22])=[N:4][C:5]3[C:10]([N:11]=2)=[C:9]([C:12]2[NH:20][C:19]4[CH2:18][CH2:17][NH:16][C:15](=[O:21])[C:14]=4[CH:13]=2)[CH:8]=[CH:7][CH:6]=3)[CH2:29][CH2:28][CH2:27][CH2:26][CH2:25][CH2:24]1, predict the reactants needed to synthesize it. The reactants are: F[C:2]1[C:3]([CH3:22])=[N:4][C:5]2[C:10]([N:11]=1)=[C:9]([C:12]1[NH:20][C:19]3[CH2:18][CH2:17][NH:16][C:15](=[O:21])[C:14]=3[CH:13]=1)[CH:8]=[CH:7][CH:6]=2.[CH:23]1([NH2:30])[CH2:29][CH2:28][CH2:27][CH2:26][CH2:25][CH2:24]1.CO.C(Cl)Cl. (6) Given the product [OH:1][CH2:2][C:3]1[CH:8]=[C:7]([OH:9])[C:6]([O:10][CH2:11][CH2:12][CH3:13])=[CH:5][N:15]=1, predict the reactants needed to synthesize it. The reactants are: [OH:1][CH2:2][C:3]1O[CH:5]=[C:6]([O:10][CH2:11][CH2:12][CH3:13])[C:7](=[O:9])[CH:8]=1.[OH-].[NH4+:15]. (7) Given the product [C:1]([C:5]1[N:6]=[C:7]([N:16]2[CH2:20][CH2:19][C:18]([F:21])([F:22])[CH2:17]2)[C:8]2[N:13]=[N:12][N:11]([CH2:14][C:15]3[O:49][N:48]=[C:47]([CH3:50])[N:46]=3)[C:9]=2[N:10]=1)([CH3:2])([CH3:3])[CH3:4], predict the reactants needed to synthesize it. The reactants are: [C:1]([C:5]1[N:6]=[C:7]([N:16]2[CH2:20][CH2:19][C:18]([F:22])([F:21])[CH2:17]2)[C:8]2[N:13]=[N:12][N:11]([CH2:14][CH3:15])[C:9]=2[N:10]=1)([CH3:4])([CH3:3])[CH3:2].C(C1N=C(N2CCC(F)(F)C2)C2N=NNC=2N=1)(C)(C)C.ClCC1[O:49][N:48]=[C:47]([CH3:50])[N:46]=1.